Dataset: Catalyst prediction with 721,799 reactions and 888 catalyst types from USPTO. Task: Predict which catalyst facilitates the given reaction. (1) Reactant: [CH2:1]([O:3][C:4]([C:6]1[C:7](=[O:26])[C:8]2[CH:13]=[N:12][C:11](SC)=[N:10][C:9]=2[N:16]([C:18]2[CH:23]=[CH:22][C:21]([CH2:24][CH3:25])=[CH:20][CH:19]=2)[CH:17]=1)=[O:5])[CH3:2].Cl[C:28]1C=C(C=CC=1)C(OO)=O.[S:38]([O-:42])([O-])(=[O:40])=S.[Na+].[Na+].C(=O)(O)[O-].[Na+]. Product: [CH2:1]([O:3][C:4]([C:6]1[C:7](=[O:26])[C:8]2[CH:13]=[N:12][C:11]([S:38]([CH3:28])(=[O:42])=[O:40])=[N:10][C:9]=2[N:16]([C:18]2[CH:19]=[CH:20][C:21]([CH2:24][CH3:25])=[CH:22][CH:23]=2)[CH:17]=1)=[O:5])[CH3:2]. The catalyst class is: 2. (2) Reactant: [NH2:1][CH2:2][C:3]1[CH:31]=[CH:30][C:29]([CH2:32][O:33][CH3:34])=[CH:28][C:4]=1[CH2:5][NH:6][C:7]([NH:9][C:10]1[N:14]([C:15]2[CH:20]=[CH:19][CH:18]=[CH:17][CH:16]=2)[N:13]=[C:12]([C:21]2[CH:22]=[N:23][N:24]([CH3:26])[CH:25]=2)[C:11]=1[CH3:27])=[O:8].C(N(CC)CC)C.FC(F)(F)S(O[CH2:48][C:49]([F:52])([F:51])[F:50])(=O)=O. Product: [CH3:26][N:24]1[CH:25]=[C:21]([C:12]2[C:11]([CH3:27])=[C:10]([NH:9][C:7]([NH:6][CH2:5][C:4]3[CH:28]=[C:29]([CH2:32][O:33][CH3:34])[CH:30]=[CH:31][C:3]=3[CH2:2][NH:1][CH2:48][C:49]([F:52])([F:51])[F:50])=[O:8])[N:14]([C:15]3[CH:16]=[CH:17][CH:18]=[CH:19][CH:20]=3)[N:13]=2)[CH:22]=[N:23]1. The catalyst class is: 3. (3) Reactant: [C:1]([C:4]1[CH:9]=[C:8]([F:10])[CH:7]=[CH:6][C:5]=1[S:11][C:12]1[C:20]([N+:21]([O-:23])=[O:22])=[CH:19][C:18]([Cl:24])=[CH:17][C:13]=1[C:14](O)=[O:15])(O)=[O:2]. Product: [Cl:24][C:18]1[CH:19]=[C:20]([N+:21]([O-:23])=[O:22])[C:12]([S:11][C:5]2[CH:6]=[CH:7][C:8]([F:10])=[CH:9][C:4]=2[CH2:1][OH:2])=[C:13]([CH2:14][OH:15])[CH:17]=1. The catalyst class is: 7. (4) Reactant: [Cl:1][C:2]1[C:7]([O:8][CH3:9])=[CH:6][C:5]([O:10][CH3:11])=[C:4]([Cl:12])[C:3]=1[C:13]1[CH:14]=[C:15]2[C:20](=[CH:21][CH:22]=1)[N:19]=[C:18]([NH:23][C@H:24]1[C@@H:29]([NH:30]C(=O)OCC[Si](C)(C)C)[CH2:28][C@H:27]3[C@@H:25]1[CH2:26]3)[N:17]=[CH:16]2.Cl. Product: [Cl:12][C:4]1[C:5]([O:10][CH3:11])=[CH:6][C:7]([O:8][CH3:9])=[C:2]([Cl:1])[C:3]=1[C:13]1[CH:14]=[C:15]2[C:20](=[CH:21][CH:22]=1)[N:19]=[C:18]([NH:23][C@H:24]1[C@@H:29]([NH2:30])[CH2:28][C@H:27]3[C@@H:25]1[CH2:26]3)[N:17]=[CH:16]2. The catalyst class is: 12. (5) Reactant: [Br:1][C:2]1[CH:7]=[CH:6][C:5]([CH2:8][CH2:9][N+:10]([O-:12])=[O:11])=[CH:4][CH:3]=1.C[O:14][CH:15](OC)[CH2:16][CH2:17][CH2:18][CH:19]=O. Product: [Br:1][C:2]1[CH:3]=[CH:4][C:5]([CH2:8]/[C:9](/[N+:10]([O-:12])=[O:11])=[CH:19]\[CH2:18][CH2:17][CH2:16][CH:15]=[O:14])=[CH:6][CH:7]=1. The catalyst class is: 521.